The task is: Regression. Given a peptide amino acid sequence and an MHC pseudo amino acid sequence, predict their binding affinity value. This is MHC class I binding data.. This data is from Peptide-MHC class I binding affinity with 185,985 pairs from IEDB/IMGT. (1) The binding affinity (normalized) is 1.00. The peptide sequence is YLSSWTPVV. The MHC is HLA-A02:12 with pseudo-sequence HLA-A02:12. (2) The peptide sequence is HTAAPWGSY. The MHC is HLA-B46:01 with pseudo-sequence HLA-B46:01. The binding affinity (normalized) is 0.0847. (3) The peptide sequence is YVIKVSARQ. The MHC is Patr-B0101 with pseudo-sequence Patr-B0101. The binding affinity (normalized) is 0. (4) The peptide sequence is RPSTKNFFEL. The MHC is HLA-A03:01 with pseudo-sequence HLA-A03:01. The binding affinity (normalized) is 0. (5) The MHC is HLA-A68:01 with pseudo-sequence HLA-A68:01. The binding affinity (normalized) is 0.680. The peptide sequence is YLALIATFK. (6) The peptide sequence is PSSKPDWFY. The MHC is HLA-A69:01 with pseudo-sequence HLA-A69:01. The binding affinity (normalized) is 0.0847.